This data is from Forward reaction prediction with 1.9M reactions from USPTO patents (1976-2016). The task is: Predict the product of the given reaction. (1) The product is: [N:2]1([C:7]2[CH:8]=[C:9]([C:10](=[O:11])[CH2:23][C:24]([OH:26])=[O:25])[CH:13]=[CH:14][CH:15]=2)[CH:6]=[CH:5][N:4]=[CH:3]1.[N:16]1([C:21]2[CH:29]=[C:28]([C:38]3[O:40][C:7]([CH3:8])([CH3:15])[O:37][C:35](=[O:36])[CH:34]=3)[CH:27]=[CH:23][CH:22]=2)[CH:20]=[CH:19][N:18]=[CH:17]1. Given the reactants Cl.[N:2]1([C:7]2[CH:8]=[C:9]([CH:13]=[CH:14][CH:15]=2)[C:10](Cl)=[O:11])[CH:6]=[CH:5][N:4]=[CH:3]1.[N:16]1([C:21]2[CH:22]=[C:23]([CH:27]=[CH:28][CH:29]=2)[C:24]([OH:26])=[O:25])[CH:20]=[CH:19][N:18]=[CH:17]1.C[Si]([C:34]([Si](C)(C)C)([C:38]([O-:40])=O)[C:35]([O-:37])=[O:36])(C)C.[Li+].[Br-].OS(O)(=O)=O, predict the reaction product. (2) Given the reactants [C@@H:1]([NH:5][C:6]([C:8]1[C:16]2[C:11](=[N:12][CH:13]=[C:14]([C:17]3[C:25]4[C:20](=[CH:21][C:22]([F:26])=[CH:23][CH:24]=4)[N:19]([CH3:27])[N:18]=3)[N:15]=2)[N:10](COCC[Si](C)(C)C)[CH:9]=1)=[O:7])([CH2:3][CH3:4])[CH3:2].C(O)(C(F)(F)F)=O.C(N)CN, predict the reaction product. The product is: [C@@H:1]([NH:5][C:6]([C:8]1[C:16]2[C:11](=[N:12][CH:13]=[C:14]([C:17]3[C:25]4[C:20](=[CH:21][C:22]([F:26])=[CH:23][CH:24]=4)[N:19]([CH3:27])[N:18]=3)[N:15]=2)[NH:10][CH:9]=1)=[O:7])([CH2:3][CH3:4])[CH3:2]. (3) Given the reactants [OH:1][CH2:2][CH2:3][CH2:4][C:5]1[C:6]([CH:19]([CH3:21])[CH3:20])=[N:7][N:8]([C:10]2[N:15]=[CH:14][C:13]([C:16](=[O:18])[CH3:17])=[CH:12][CH:11]=2)[CH:9]=1.O[C:23]1[C:28]([O:29][CH3:30])=[CH:27][CH:26]=[CH:25][C:24]=1[CH2:31][C:32]([O:34]C)=[O:33].C(P(CCCC)CCCC)CCC.N(C(N1CCCCC1)=O)=NC(N1CCCCC1)=O, predict the reaction product. The product is: [C:16]([C:13]1[CH:12]=[CH:11][C:10]([N:8]2[CH:9]=[C:5]([CH2:4][CH2:3][CH2:2][O:1][C:23]3[C:28]([O:29][CH3:30])=[CH:27][CH:26]=[CH:25][C:24]=3[CH2:31][C:32]([OH:34])=[O:33])[C:6]([CH:19]([CH3:21])[CH3:20])=[N:7]2)=[N:15][CH:14]=1)(=[O:18])[CH3:17]. (4) Given the reactants [NH2:1][C:2]1[CH:3]=[C:4]([CH:20]=[CH:21][C:22]=1[NH2:23])[O:5][CH2:6][CH:7]1[CH2:12][CH2:11][N:10]([C:13]([O:15][C:16]([CH3:19])([CH3:18])[CH3:17])=[O:14])[CH2:9][CH2:8]1.O.[N:25]#[C:26][Br:27], predict the reaction product. The product is: [BrH:27].[NH2:25][C:26]1[NH:23][C:22]2[CH:21]=[CH:20][C:4]([O:5][CH2:6][CH:7]3[CH2:12][CH2:11][N:10]([C:13]([O:15][C:16]([CH3:19])([CH3:17])[CH3:18])=[O:14])[CH2:9][CH2:8]3)=[CH:3][C:2]=2[N:1]=1. (5) Given the reactants [Br:1][C:2]1[CH:7]=[CH:6][C:5]([C@H:8]2[CH2:13][C@H:12]([NH:14][C:15]([C:17]3([C:20]4[CH:30]=[CH:29][C:23]5[O:24][C:25]([F:28])([F:27])[O:26][C:22]=5[CH:21]=4)[CH2:19][CH2:18]3)=[O:16])[CH2:11][CH2:10][O:9]2)=[CH:4][CH:3]=1, predict the reaction product. The product is: [Br:1][C:2]1[CH:7]=[CH:6][C:5]([C@@H:8]2[CH2:13][C@@H:12]([NH:14][C:15]([C:17]3([C:20]4[CH:30]=[CH:29][C:23]5[O:24][C:25]([F:27])([F:28])[O:26][C:22]=5[CH:21]=4)[CH2:18][CH2:19]3)=[O:16])[CH2:11][CH2:10][O:9]2)=[CH:4][CH:3]=1.